Task: Predict the reactants needed to synthesize the given product.. Dataset: Full USPTO retrosynthesis dataset with 1.9M reactions from patents (1976-2016) (1) The reactants are: [CH3:1][C:2]([C:4]1[CH:9]=[CH:8][C:7]([O:10][CH3:11])=[CH:6][CH:5]=1)=O.[C:12]([O:16][C:17](=[O:46])[N:18]([CH2:44][CH3:45])[CH2:19][C:20]1[CH:21]=[N:22][CH:23]=[C:24]([C:27]2[CH:28]=[C:29]3[C:33](=[CH:34][CH:35]=2)[N:32]([CH:36]2[CH2:41][CH2:40][CH2:39][CH2:38][O:37]2)[N:31]=[C:30]3[CH:42]=O)[C:25]=1[CH3:26])([CH3:15])([CH3:14])[CH3:13].C(=O)([O-])[O-].[NH4+:51].[NH4+:52]. Given the product [C:12]([O:16][C:17](=[O:46])[N:18]([CH2:44][CH3:45])[CH2:19][C:20]1[CH:21]=[N:22][CH:23]=[C:24]([C:27]2[CH:28]=[C:29]3[C:33](=[CH:34][CH:35]=2)[N:32]([CH:36]2[CH2:41][CH2:40][CH2:39][CH2:38][O:37]2)[N:31]=[C:30]3[C:42]2[NH:51][CH:1]=[C:2]([C:4]3[CH:9]=[CH:8][C:7]([O:10][CH3:11])=[CH:6][CH:5]=3)[N:52]=2)[C:25]=1[CH3:26])([CH3:13])([CH3:14])[CH3:15], predict the reactants needed to synthesize it. (2) Given the product [F:1][C:2]([F:25])([F:24])[O:3][C:4]1[CH:9]=[CH:8][C:7]([NH:10][C:11](=[O:23])[C:12]2[CH:13]=[C:14]([CH:18]=[CH:19][C:20]=2[O:21][CH3:22])[C:15]([NH2:29])=[O:16])=[CH:6][CH:5]=1, predict the reactants needed to synthesize it. The reactants are: [F:1][C:2]([F:25])([F:24])[O:3][C:4]1[CH:9]=[CH:8][C:7]([NH:10][C:11](=[O:23])[C:12]2[CH:13]=[C:14]([CH:18]=[CH:19][C:20]=2[O:21][CH3:22])[C:15](O)=[O:16])=[CH:6][CH:5]=1.[Cl-].[NH4+].O.[N:29]1(O)C2C=CC=CC=2N=N1.Cl.CN(C)CCCN=C=NCC.C(N(CC)C(C)C)(C)C.